This data is from Forward reaction prediction with 1.9M reactions from USPTO patents (1976-2016). The task is: Predict the product of the given reaction. Given the reactants Br[C:2]1[CH:3]=[N:4][CH:5]=[C:6]([O:8][CH2:9][C@@H:10]2[CH2:14][CH2:13][CH2:12][N:11]2[C:15]([O:17][C:18]([CH3:21])([CH3:20])[CH3:19])=[O:16])[CH:7]=1.[O:22]([CH2:29][CH2:30][CH:31]1[CH2:36][CH2:35][NH:34][CH2:33][CH2:32]1)[C:23]1[CH:28]=[CH:27][CH:26]=[CH:25][CH:24]=1.CC(C)([O-])C.[Na+].C1(P(C2C=CC=CC=2)C2C3OC4C(=CC=CC=4P(C4C=CC=CC=4)C4C=CC=CC=4)C(C)(C)C=3C=CC=2)C=CC=CC=1, predict the reaction product. The product is: [C:18]([O:17][C:15]([N:11]1[CH2:12][CH2:13][CH2:14][C@H:10]1[CH2:9][O:8][C:6]1[CH:5]=[N:4][CH:3]=[C:2]([N:34]2[CH2:35][CH2:36][CH:31]([CH2:30][CH2:29][O:22][C:23]3[CH:24]=[CH:25][CH:26]=[CH:27][CH:28]=3)[CH2:32][CH2:33]2)[CH:7]=1)=[O:16])([CH3:21])([CH3:20])[CH3:19].